From a dataset of Catalyst prediction with 721,799 reactions and 888 catalyst types from USPTO. Predict which catalyst facilitates the given reaction. Reactant: [Cl:1][C:2]1[C:7](I)=[CH:6][N:5]=[CH:4][N:3]=1.[Li]CCCC.CCCCCC.[Br:20][C:21]1[O:25][C:24]([CH:26]=[O:27])=[CH:23][CH:22]=1. Product: [Br:20][C:21]1[O:25][C:24]([CH:26]([C:7]2[C:2]([Cl:1])=[N:3][CH:4]=[N:5][CH:6]=2)[OH:27])=[CH:23][CH:22]=1. The catalyst class is: 1.